From a dataset of Forward reaction prediction with 1.9M reactions from USPTO patents (1976-2016). Predict the product of the given reaction. (1) Given the reactants [CH2:1]([NH:8][C:9]1[CH:14]=[C:13]([C:15]([F:18])([F:17])[F:16])[N:12]=[C:11](O)[C:10]=1[N+:20]([O-:22])=[O:21])[C:2]1[CH:7]=[CH:6][CH:5]=[CH:4][CH:3]=1.C1(P(Cl)([Cl:31])=O)C=CC=CC=1.CCCCCC, predict the reaction product. The product is: [CH2:1]([NH:8][C:9]1[CH:14]=[C:13]([C:15]([F:18])([F:17])[F:16])[N:12]=[C:11]([Cl:31])[C:10]=1[N+:20]([O-:22])=[O:21])[C:2]1[CH:7]=[CH:6][CH:5]=[CH:4][CH:3]=1. (2) The product is: [CH2:40]([O:39][C:37](=[O:38])[CH2:36][CH2:35][N:33]1[CH:34]=[C:30]([C:16]2[CH:17]=[CH:18][C:13]([N:9]3[C:8](=[O:21])[C:7]4[C:2]([NH2:1])=[N:3][CH:4]=[N:5][C:6]=4[O:12][CH2:11][CH2:10]3)=[CH:14][C:15]=2[Cl:20])[CH:31]=[N:32]1)[CH3:41]. Given the reactants [NH2:1][C:2]1[C:7]2[C:8](=[O:21])[N:9]([C:13]3[CH:18]=[CH:17][C:16](I)=[C:15]([Cl:20])[CH:14]=3)[CH2:10][CH2:11][O:12][C:6]=2[N:5]=[CH:4][N:3]=1.CC1(C)C(C)(C)OB([C:30]2[CH:31]=[N:32][N:33]([CH2:35][CH2:36][C:37]([O:39][CH2:40][CH3:41])=[O:38])[CH:34]=2)O1.C([O-])([O-])=O.[K+].[K+], predict the reaction product. (3) Given the reactants FC(F)(F)S(OCCF)(=O)=O.I[CH2:13][CH3:14].FC1C=CC(COC2C=CN(CCC3C=CC(C4CCCN4C(OC(C)(C)C)=O)=CC=3)C(=O)C=2)=CC=1.[Cl:51][C:52]1[CH:53]=[CH:54][C:55]([CH2:58][O:59][C:60]2[CH:65]=[CH:64][N:63]([CH2:66][CH2:67][C:68]3[CH:73]=[CH:72][C:71]([CH:74]4[CH2:78][CH2:77][CH2:76][NH:75]4)=[CH:70][CH:69]=3)[C:62](=[O:79])[CH:61]=2)=[N:56][CH:57]=1, predict the reaction product. The product is: [Cl:51][C:52]1[CH:53]=[CH:54][C:55]([CH2:58][O:59][C:60]2[CH:65]=[CH:64][N:63]([CH2:66][CH2:67][C:68]3[CH:73]=[CH:72][C:71]([CH:74]4[CH2:78][CH2:77][CH2:76][N:75]4[CH2:13][CH3:14])=[CH:70][CH:69]=3)[C:62](=[O:79])[CH:61]=2)=[N:56][CH:57]=1. (4) Given the reactants [CH3:1][NH:2][CH2:3][C:4]1[CH:9]=[CH:8][CH:7]=[CH:6][CH:5]=1.Br[C:11]1[CH:12]=[C:13]([OH:17])[CH:14]=[CH:15][CH:16]=1.C1NP2NCCN(CCN2)C1.[Li+].C[Si]([N-][Si](C)(C)C)(C)C.C1(C)C=CC=CC=1, predict the reaction product. The product is: [CH2:3]([N:2]([CH3:1])[C:11]1[CH:12]=[C:13]([OH:17])[CH:14]=[CH:15][CH:16]=1)[C:4]1[CH:9]=[CH:8][CH:7]=[CH:6][CH:5]=1. (5) Given the reactants [N+:1]([C:4]1[CH:5]=[C:6]2[CH2:13]S[CH2:11][CH2:10][C:7]2=[N:8][CH:9]=1)([O-:3])=[O:2].ClC1C=CC=C(C(OO)=O)C=1.C(Cl)Cl.[O-:28][S:29]([O-:31])=O.[Na+].[Na+], predict the reaction product. The product is: [N+:1]([C:4]1[CH:5]=[C:6]2[CH2:13][S:29](=[O:31])(=[O:28])[CH2:11][CH2:10][C:7]2=[N:8][CH:9]=1)([O-:3])=[O:2].